From a dataset of NCI-60 drug combinations with 297,098 pairs across 59 cell lines. Regression. Given two drug SMILES strings and cell line genomic features, predict the synergy score measuring deviation from expected non-interaction effect. (1) Drug 1: CC=C1C(=O)NC(C(=O)OC2CC(=O)NC(C(=O)NC(CSSCCC=C2)C(=O)N1)C(C)C)C(C)C. Drug 2: CC1=C(N=C(N=C1N)C(CC(=O)N)NCC(C(=O)N)N)C(=O)NC(C(C2=CN=CN2)OC3C(C(C(C(O3)CO)O)O)OC4C(C(C(C(O4)CO)O)OC(=O)N)O)C(=O)NC(C)C(C(C)C(=O)NC(C(C)O)C(=O)NCCC5=NC(=CS5)C6=NC(=CS6)C(=O)NCCC[S+](C)C)O. Cell line: UO-31. Synergy scores: CSS=17.9, Synergy_ZIP=-7.76, Synergy_Bliss=-0.0351, Synergy_Loewe=1.52, Synergy_HSA=1.67. (2) Drug 1: CC(C)CN1C=NC2=C1C3=CC=CC=C3N=C2N. Drug 2: CCC1(C2=C(COC1=O)C(=O)N3CC4=CC5=C(C=CC(=C5CN(C)C)O)N=C4C3=C2)O.Cl. Cell line: 786-0. Synergy scores: CSS=16.6, Synergy_ZIP=0.397, Synergy_Bliss=-1.15, Synergy_Loewe=-17.9, Synergy_HSA=-2.53. (3) Drug 1: CC1=CC=C(C=C1)C2=CC(=NN2C3=CC=C(C=C3)S(=O)(=O)N)C(F)(F)F. Drug 2: C1CC(C1)(C(=O)O)C(=O)O.[NH2-].[NH2-].[Pt+2]. Cell line: NCI/ADR-RES. Synergy scores: CSS=9.15, Synergy_ZIP=-4.53, Synergy_Bliss=-3.79, Synergy_Loewe=-1.93, Synergy_HSA=-1.51. (4) Drug 1: CN(C)C1=NC(=NC(=N1)N(C)C)N(C)C. Drug 2: CN(CC1=CN=C2C(=N1)C(=NC(=N2)N)N)C3=CC=C(C=C3)C(=O)NC(CCC(=O)O)C(=O)O. Cell line: RXF 393. Synergy scores: CSS=7.40, Synergy_ZIP=-3.12, Synergy_Bliss=0.159, Synergy_Loewe=-16.6, Synergy_HSA=-2.31. (5) Drug 1: C1CCC(C1)C(CC#N)N2C=C(C=N2)C3=C4C=CNC4=NC=N3. Drug 2: CC12CCC3C(C1CCC2O)C(CC4=C3C=CC(=C4)O)CCCCCCCCCS(=O)CCCC(C(F)(F)F)(F)F. Cell line: UACC62. Synergy scores: CSS=-0.393, Synergy_ZIP=4.67, Synergy_Bliss=3.51, Synergy_Loewe=-4.70, Synergy_HSA=-5.90. (6) Drug 1: C1=NC(=NC(=O)N1C2C(C(C(O2)CO)O)O)N. Drug 2: CC(C)NC(=O)C1=CC=C(C=C1)CNNC.Cl. Cell line: SK-MEL-28. Synergy scores: CSS=10.1, Synergy_ZIP=-1.24, Synergy_Bliss=-0.594, Synergy_Loewe=-5.14, Synergy_HSA=-0.271. (7) Drug 1: CNC(=O)C1=NC=CC(=C1)OC2=CC=C(C=C2)NC(=O)NC3=CC(=C(C=C3)Cl)C(F)(F)F. Drug 2: C1CN(P(=O)(OC1)NCCCl)CCCl. Cell line: SNB-19. Synergy scores: CSS=-2.39, Synergy_ZIP=3.96, Synergy_Bliss=4.18, Synergy_Loewe=0.106, Synergy_HSA=-0.528.